This data is from Full USPTO retrosynthesis dataset with 1.9M reactions from patents (1976-2016). The task is: Predict the reactants needed to synthesize the given product. (1) Given the product [C:27]([C:2]1[CH:3]=[C:4]([CH2:19][C:20]([CH3:26])([CH3:25])[CH2:21][C:22]([OH:24])=[O:23])[CH:5]=[CH:6][C:7]=1[O:8][CH2:9][CH2:10][CH2:11][NH:12][C:13]1[CH:18]=[CH:17][CH:16]=[CH:15][N:14]=1)#[CH:28], predict the reactants needed to synthesize it. The reactants are: Br[C:2]1[CH:3]=[C:4]([CH2:19][C:20]([CH3:26])([CH3:25])[CH2:21][C:22]([OH:24])=[O:23])[CH:5]=[CH:6][C:7]=1[O:8][CH2:9][CH2:10][CH2:11][NH:12][C:13]1[CH:18]=[CH:17][CH:16]=[CH:15][N:14]=1.[C:27]1(P(C2C=CC=CC=2)C2C=CC=CC=2)C=CC=C[CH:28]=1.C[Si](C#C)(C)C. (2) The reactants are: [O:1]=[C:2]1[CH2:7][C:6](=O)[CH2:5][CH2:4][N:3]1[C:9]([O:11][C:12]([CH3:15])([CH3:14])[CH3:13])=[O:10].C([O-])(=O)C.[NH4+:20].Cl[CH2:22][C:23](=O)[CH3:24]. Given the product [CH3:22][C:23]1[NH:20][C:6]2[CH2:5][CH2:4][N:3]([C:9]([O:11][C:12]([CH3:15])([CH3:14])[CH3:13])=[O:10])[C:2](=[O:1])[C:7]=2[CH:24]=1, predict the reactants needed to synthesize it. (3) Given the product [CH3:1][C:2]1[C:6]([C:7]2[CH:15]=[C:14]3[C:10]([C:11]4[C:19]([C:20]5[C:29]6[C:24](=[CH:25][CH:26]=[CH:27][CH:28]=6)[C:23]([C:30]([NH:32][CH2:33][CH2:34][C:35]([OH:37])=[O:36])=[O:31])=[CH:22][CH:21]=5)=[N:18][C:17]([CH3:39])=[N:16][C:12]=4[NH:13]3)=[CH:9][C:8]=2[O:40][CH3:41])=[C:5]([CH3:42])[O:4][N:3]=1, predict the reactants needed to synthesize it. The reactants are: [CH3:1][C:2]1[C:6]([C:7]2[CH:15]=[C:14]3[C:10]([C:11]4[C:19]([C:20]5[C:29]6[C:24](=[CH:25][CH:26]=[CH:27][CH:28]=6)[C:23]([C:30]([NH:32][CH2:33][CH2:34][C:35]([O:37]C)=[O:36])=[O:31])=[CH:22][CH:21]=5)=[N:18][C:17]([CH3:39])=[N:16][C:12]=4[NH:13]3)=[CH:9][C:8]=2[O:40][CH3:41])=[C:5]([CH3:42])[O:4][N:3]=1.O[Li].O. (4) Given the product [F:23][C:24]1[CH:25]=[CH:26][C:27]([C:30]2[O:31][CH:32]=[C:33]([CH2:35][O:9][C@@H:5]3[CH2:6][CH2:7][CH2:8][C@H:3]([CH2:2][O:1][CH2:11][C:12]4[CH:21]=[CH:20][CH:19]=[C:18]([CH3:22])[C:13]=4[C:14]([OH:16])=[O:15])[CH2:4]3)[N:34]=2)=[CH:28][CH:29]=1, predict the reactants needed to synthesize it. The reactants are: [OH:1][CH2:2][C@@H:3]1[CH2:8][CH2:7][CH2:6][C@H:5]([OH:9])[CH2:4]1.Br[CH2:11][C:12]1[CH:21]=[CH:20][CH:19]=[C:18]([CH3:22])[C:13]=1[C:14]([O:16]C)=[O:15].[F:23][C:24]1[CH:29]=[CH:28][C:27]([C:30]2[O:31][CH:32]=[C:33]([CH2:35]I)[N:34]=2)=[CH:26][CH:25]=1. (5) Given the product [C@@H:11]1([C:21]([Cl:26])=[O:23])[C:20]2[C:15](=[CH:16][CH:17]=[CH:18][CH:19]=2)[CH2:14][CH2:13][CH2:12]1, predict the reactants needed to synthesize it. The reactants are: C1C2C(=CC=CC=2)CCC1.[CH:11]1([C:21]([OH:23])=O)[C:20]2[C:15](=[CH:16][CH:17]=[CH:18][CH:19]=2)[CH2:14][CH2:13][CH2:12]1.S(Cl)([Cl:26])=O. (6) The reactants are: [Br:1][C:2]1[CH:3]=[C:4]([CH2:13]O)[CH:5]=[CH:6][C:7]=1[O:8][C:9]([F:12])([F:11])[F:10].CN(C=O)C.S(Br)([Br:22])=O. Given the product [Br:1][C:2]1[CH:3]=[C:4]([CH2:13][Br:22])[CH:5]=[CH:6][C:7]=1[O:8][C:9]([F:12])([F:11])[F:10], predict the reactants needed to synthesize it. (7) Given the product [Cl:15][C:14]1[N:7]=[C:8]([Cl:9])[N:10]=[C:11]([NH:21][C:20]2[CH:22]=[CH:23][C:24]([F:25])=[C:18]([C:17]([F:27])([F:16])[F:26])[CH:19]=2)[N:13]=1, predict the reactants needed to synthesize it. The reactants are: C(=O)([O-])[O-].[K+].[K+].[N:7]1[C:14]([Cl:15])=[N:13][C:11](Cl)=[N:10][C:8]=1[Cl:9].[F:16][C:17]([F:27])([F:26])[C:18]1[CH:19]=[C:20]([CH:22]=[CH:23][C:24]=1[F:25])[NH2:21]. (8) Given the product [CH3:51][O:50][C:46]1[CH:45]=[C:44]([C:27]2[N:26]=[C:25]([NH:8][C:9]3[CH:10]=[C:11]4[C:15](=[CH:16][CH:17]=3)[NH:14][N:13]=[CH:12]4)[CH:30]=[C:29]([N:31]3[CH2:36][CH2:35][NH:34][CH2:33][CH2:32]3)[N:28]=2)[CH:49]=[CH:48][CH:47]=1, predict the reactants needed to synthesize it. The reactants are: C(OC([N:8]([C:25]1[CH:30]=[C:29]([N:31]2[CH2:36][CH2:35][N:34](C(OC(C)(C)C)=O)[CH2:33][CH2:32]2)[N:28]=[C:27]([C:44]2[CH:49]=[CH:48][CH:47]=[C:46]([O:50][CH3:51])[CH:45]=2)[N:26]=1)[C:9]1[CH:10]=[C:11]2[C:15](=[CH:16][CH:17]=1)[N:14](C(OC(C)(C)C)=O)[N:13]=[CH:12]2)=O)(C)(C)C.C(O)(C(F)(F)F)=O.